From a dataset of Forward reaction prediction with 1.9M reactions from USPTO patents (1976-2016). Predict the product of the given reaction. (1) Given the reactants C(OC(=O)[NH:10][CH2:11][CH2:12][C@H:13]([NH:16][C:17]([O:19][C:20]([CH3:23])([CH3:22])[CH3:21])=[O:18])[CH2:14][OH:15])C1C=CC=CC=1, predict the reaction product. The product is: [C:20]([O:19][C:17](=[O:18])[NH:16][C@H:13]([CH2:14][OH:15])[CH2:12][CH2:11][NH2:10])([CH3:23])([CH3:21])[CH3:22]. (2) Given the reactants Br[C:2]1[CH:3]=[C:4]([C:8]([OH:10])=O)[S:5][C:6]=1Br.CC([N:15]([CH2:19][C@@H:20]([NH2:27])[C:21]1[CH:26]=[CH:25][CH:24]=[CH:23][CH:22]=1)C(=O)[O-])(C)C.C[C:29]([N:32]([CH2:36][CH2:37][CH:38]([NH2:46])CC1C=CC=CC=1)C(=O)[O-])(C)C, predict the reaction product. The product is: [NH2:15][CH2:19][C@@H:20]([NH:27][C:8]([C:4]1[S:5][CH:6]=[C:2]([C:36]2[N:32]([CH3:29])[N:46]=[CH:38][CH:37]=2)[CH:3]=1)=[O:10])[C:21]1[CH:22]=[CH:23][CH:24]=[CH:25][CH:26]=1.